This data is from Full USPTO retrosynthesis dataset with 1.9M reactions from patents (1976-2016). The task is: Predict the reactants needed to synthesize the given product. (1) Given the product [CH3:8][O:7][C:5](=[O:6])[C:4]1[CH:9]=[CH:10][C:11]([O:12][CH3:13])=[C:2]([O:1][CH2:15][CH2:16][CH2:17][OH:18])[CH:3]=1, predict the reactants needed to synthesize it. The reactants are: [OH:1][C:2]1[CH:3]=[C:4]([CH:9]=[CH:10][C:11]=1[O:12][CH3:13])[C:5]([O:7][CH3:8])=[O:6].Br[CH2:15][CH2:16][CH2:17][OH:18].C([O-])([O-])=O.[K+].[K+].CCCCCC.CCOC(C)=O. (2) Given the product [CH3:33][N:34]([CH2:30][C:28]1[CH:27]=[N:26][N:25]([C:23]2[C:22]([CH3:32])=[CH:21][N:20]=[C:19]([NH:18][C:4]3[C:3]([O:2][CH3:1])=[CH:8][C:7]([N:9]4[CH2:14][CH2:13][O:12][CH2:11][CH2:10]4)=[C:6]([NH:15][C:3](=[O:2])[CH:4]=[CH2:5])[CH:5]=3)[N:24]=2)[CH:29]=1)[CH3:35], predict the reactants needed to synthesize it. The reactants are: [CH3:1][O:2][C:3]1[CH:8]=[C:7]([N:9]2[CH2:14][CH2:13][O:12][CH2:11][CH2:10]2)[C:6]([N+:15]([O-])=O)=[CH:5][C:4]=1[NH:18][C:19]1[N:24]=[C:23]([N:25]2[CH:29]=[C:28]([CH:30]=O)[CH:27]=[N:26]2)[C:22]([CH3:32])=[CH:21][N:20]=1.[CH3:33][NH:34][CH3:35]. (3) Given the product [Cl:21][C:14]1[CH:19]=[CH:18][C:17]([C:5]([CH:3]2[CH2:4][C:2]2([F:11])[F:1])=[O:6])=[CH:16][CH:15]=1, predict the reactants needed to synthesize it. The reactants are: [F:1][C:2]1([F:11])[CH2:4][CH:3]1[C:5](N(OC)C)=[O:6].Cl[Mg][C:14]1[CH:19]=[CH:18][CH:17]=[CH:16][CH:15]=1.[Br-].[Cl-:21].[NH4+]. (4) Given the product [Br:10][C:11]1[C:12]([NH:18][C@@H:19]([C:29]([CH3:2])([CH3:31])[CH3:30])[CH2:20][NH:21][C:22](=[O:28])[O:23][C:24]([CH3:25])([CH3:26])[CH3:27])=[N:13][C:14]([Cl:17])=[N:15][CH:16]=1, predict the reactants needed to synthesize it. The reactants are: Br[C:2]1C(Cl)=NC(Cl)=NC=1.[Br:10][C:11]1[C:12]([NH:18][CH:19]([CH:29]([CH3:31])[CH3:30])[CH2:20][NH:21][C:22](=[O:28])[O:23][C:24]([CH3:27])([CH3:26])[CH3:25])=[N:13][C:14]([Cl:17])=[N:15][CH:16]=1. (5) Given the product [C:22]([OH:24])(=[O:23])[C:9]1[CH:10]=[CH:11][CH:12]=[CH:7][CH:8]=1, predict the reactants needed to synthesize it. The reactants are: P(=O)(O)(O)O.Cl[C:7]1[CH:12]=[CH:11][C:10](NC(=O)COCC(O)=O)=[C:9]([C:22]([O:24]C)=[O:23])[CH:8]=1. (6) Given the product [C:1]([O:5][C:6]([N:8]1[CH2:9][CH2:10][CH:11]([S:26][C:23]2[CH:24]=[CH:25][C:20]([Cl:19])=[CH:21][CH:22]=2)[CH2:12][CH2:13]1)=[O:7])([CH3:2])([CH3:3])[CH3:4], predict the reactants needed to synthesize it. The reactants are: [C:1]([O:5][C:6]([N:8]1[CH2:13][CH2:12][CH:11](OS(C)(=O)=O)[CH2:10][CH2:9]1)=[O:7])([CH3:4])([CH3:3])[CH3:2].[Cl:19][C:20]1[CH:25]=[CH:24][C:23]([SH:26])=[CH:22][CH:21]=1.C([O-])([O-])=O.[K+].[K+]. (7) Given the product [CH3:1][C:2]1[CH:7]=[CH:6][CH:5]=[C:4]2[C:3]=1[N:9]=[C:22]([C:23]1[CH:28]=[CH:27][CH:26]=[CH:25][CH:24]=1)[C:30](=[O:31])[NH:8]2, predict the reactants needed to synthesize it. The reactants are: [CH3:1][C:2]1[CH:7]=[CH:6][CH:5]=[C:4]([NH2:8])[C:3]=1[NH2:9].N1C=CC=CC=1.C(=O)([O-])[O-].[K+].[K+].[C:22]([C:30](Cl)=[O:31])(=O)[C:23]1[CH:28]=[CH:27][CH:26]=[CH:25][CH:24]=1. (8) Given the product [C:7]1([S:4]([CH2:3][CH2:2][NH2:17])(=[O:6])=[O:5])[CH:12]=[CH:11][CH:10]=[CH:9][CH:8]=1, predict the reactants needed to synthesize it. The reactants are: Cl[CH2:2][CH2:3][S:4]([C:7]1[CH:12]=[CH:11][CH:10]=[CH:9][CH:8]=1)(=[O:6])=[O:5].C1(=O)[NH:17]C(=O)C2=CC=CC=C12.[K].C1OCCOCCOCCOCCOCCOC1. (9) Given the product [CH2:15]([N:11]1[C:12]2[C:7](=[C:6]([OH:29])[C:5]([C:3]([NH:30][CH2:31][CH2:32][C:33]([OH:35])=[O:34])=[O:4])=[N:14][CH:13]=2)[CH:8]=[C:9]([C:23]2[CH:28]=[N:27][CH:26]=[CH:25][N:24]=2)[C:10]1=[O:22])[C:16]1[CH:17]=[CH:18][CH:19]=[CH:20][CH:21]=1, predict the reactants needed to synthesize it. The reactants are: CO[C:3]([C:5]1[C:6]([OH:29])=[C:7]2[C:12](=[CH:13][N:14]=1)[N:11]([CH2:15][C:16]1[CH:21]=[CH:20][CH:19]=[CH:18][CH:17]=1)[C:10](=[O:22])[C:9]([C:23]1[CH:28]=[N:27][CH:26]=[CH:25][N:24]=1)=[CH:8]2)=[O:4].[NH2:30][CH2:31][CH2:32][C:33]([OH:35])=[O:34].C[O-].[Na+]. (10) Given the product [CH:21]12[CH2:29][CH:25]([CH2:26][CH2:27][CH2:28]1)[CH2:24][N:23]([C:2]1[CH:20]=[CH:19][C:5]([C:6]([NH:8][C:9]3[CH:10]=[N:11][C:12]4[C:17]([CH:18]=3)=[CH:16][CH:15]=[CH:14][CH:13]=4)=[O:7])=[CH:4][CH:3]=1)[CH2:22]2, predict the reactants needed to synthesize it. The reactants are: F[C:2]1[CH:20]=[CH:19][C:5]([C:6]([NH:8][C:9]2[CH:10]=[N:11][C:12]3[C:17]([CH:18]=2)=[CH:16][CH:15]=[CH:14][CH:13]=3)=[O:7])=[CH:4][CH:3]=1.[CH:21]12[CH2:29][CH:25]([CH2:26][CH2:27][CH2:28]1)[CH2:24][NH:23][CH2:22]2.C(N(CC)C(C)C)(C)C.